The task is: Predict which catalyst facilitates the given reaction.. This data is from Catalyst prediction with 721,799 reactions and 888 catalyst types from USPTO. The catalyst class is: 24. Reactant: [CH2:1]1[C:9]2[C:4](=[CH:5][CH:6]=[CH:7][CH:8]=2)[CH2:3][CH:2]1[N:10]1[C:14]([C:15]2[CH:20]=[CH:19][CH:18]=[C:17]([O:21][CH2:22][CH2:23][CH2:24][O:25][CH3:26])[CH:16]=2)=[C:13]([C:27]([O:29]C)=[O:28])[N:12]=[CH:11]1.[OH-].[Na+].Cl.[Cl-].[Na+]. Product: [CH2:1]1[C:9]2[C:4](=[CH:5][CH:6]=[CH:7][CH:8]=2)[CH2:3][CH:2]1[N:10]1[C:14]([C:15]2[CH:20]=[CH:19][CH:18]=[C:17]([O:21][CH2:22][CH2:23][CH2:24][O:25][CH3:26])[CH:16]=2)=[C:13]([C:27]([OH:29])=[O:28])[N:12]=[CH:11]1.